This data is from Catalyst prediction with 721,799 reactions and 888 catalyst types from USPTO. The task is: Predict which catalyst facilitates the given reaction. (1) Reactant: [F:1][C:2]([F:49])([F:48])[C:3]1[CH:4]=[C:5]([C@@H:13]2[C:17]3([CH2:19][CH2:18]3)[N:16]([CH2:20][C:21]3[C:26]([C:27]4[CH:28]=[C:29]([C@H:35]5[CH2:38][C@H:37]([C:39](OC)=[O:40])[CH2:36]5)[CH:30]=[CH:31][C:32]=4[O:33][CH3:34])=[CH:25][CH:24]=[C:23]([C:43]([F:46])([F:45])[F:44])[N:22]=3)[C:15](=[O:47])[O:14]2)[CH:6]=[C:7]([C:9]([F:12])([F:11])[F:10])[CH:8]=1.CCC(C)[BH-](C(C)CC)C(C)CC.[Li+].C(O)(C(F)(F)F)=O.C(=O)(O)[O-].[Na+]. Product: [F:49][C:2]([F:1])([F:48])[C:3]1[CH:4]=[C:5]([C@@H:13]2[C:17]3([CH2:18][CH2:19]3)[N:16]([CH2:20][C:21]3[C:26]([C:27]4[CH:28]=[C:29]([C@H:35]5[CH2:36][C@H:37]([CH2:39][OH:40])[CH2:38]5)[CH:30]=[CH:31][C:32]=4[O:33][CH3:34])=[CH:25][CH:24]=[C:23]([C:43]([F:46])([F:45])[F:44])[N:22]=3)[C:15](=[O:47])[O:14]2)[CH:6]=[C:7]([C:9]([F:12])([F:11])[F:10])[CH:8]=1. The catalyst class is: 1. (2) Reactant: [CH2:1]([N:3]1[CH2:8][C:7]([CH3:10])([CH3:9])[O:6][C:5](=[O:11])[CH:4]1[CH2:12][C:13]([OH:15])=O)[CH3:2].C(N(C(C)C)CC)(C)C.CN(C(ON1N=NC2C=CC=NC1=2)=[N+](C)C)C.F[P-](F)(F)(F)(F)F.[NH2:49][C:50]1[N:54]([CH3:55])[N:53]=[CH:52][CH:51]=1. Product: [CH2:1]([N:3]1[CH2:8][C:7]([CH3:9])([CH3:10])[O:6][C:5](=[O:11])[CH:4]1[CH2:12][C:13]([NH:49][C:50]1[N:54]([CH3:55])[N:53]=[CH:52][CH:51]=1)=[O:15])[CH3:2]. The catalyst class is: 3.